Dataset: Full USPTO retrosynthesis dataset with 1.9M reactions from patents (1976-2016). Task: Predict the reactants needed to synthesize the given product. (1) Given the product [CH3:1][O:2][CH2:3][CH2:4][CH2:5][CH2:6][C:12]([C@@H:14]1[O:19][CH2:18][CH2:17][N:16]([C:20]([O:22][C:23]([CH3:26])([CH3:25])[CH3:24])=[O:21])[CH2:15]1)=[O:13], predict the reactants needed to synthesize it. The reactants are: [CH3:1][O:2][CH2:3][CH2:4][CH2:5][CH2:6][Mg]Cl.CON(C)[C:12]([C@@H:14]1[O:19][CH2:18][CH2:17][N:16]([C:20]([O:22][C:23]([CH3:26])([CH3:25])[CH3:24])=[O:21])[CH2:15]1)=[O:13]. (2) Given the product [C:1]([O:4][C@H:5]([C:47]1[CH:48]=[CH:49][C:50]([F:53])=[CH:51][CH:52]=1)[CH2:6][CH2:7][C@H:8]1[C:11](=[O:12])[N:10]([C:13]2[CH:14]=[CH:15][C:16]([C:59]#[C:58][Si:55]([CH3:57])([CH3:56])[CH3:54])=[CH:17][CH:18]=2)[C@@H:9]1[C:27]1[CH:32]=[CH:31][C:30]([C:33]#[C:34][C:35]([CH2:42][O:43][C:44](=[O:46])[CH3:45])([OH:41])[CH2:36][O:37][C:38](=[O:40])[CH3:39])=[CH:29][CH:28]=1)(=[O:3])[CH3:2], predict the reactants needed to synthesize it. The reactants are: [C:1]([O:4][C@H:5]([C:47]1[CH:52]=[CH:51][C:50]([F:53])=[CH:49][CH:48]=1)[CH2:6][CH2:7][C@H:8]1[C:11](=[O:12])[N:10]([C:13]2[CH:18]=[CH:17][C:16](OS(C(F)(F)F)(=O)=O)=[CH:15][CH:14]=2)[C@@H:9]1[C:27]1[CH:32]=[CH:31][C:30]([C:33]#[C:34][C:35]([CH2:42][O:43][C:44](=[O:46])[CH3:45])([OH:41])[CH2:36][O:37][C:38](=[O:40])[CH3:39])=[CH:29][CH:28]=1)(=[O:3])[CH3:2].[CH3:54][Si:55]([C:58]#[CH:59])([CH3:57])[CH3:56].C(N(CC)CC)C.O. (3) Given the product [C:2]([CH2:3][CH2:4][C:5]1[CH:9]=[C:8]([CH2:10][NH:11][C:12]([C:14]2[C:15](=[O:37])[N:16]([C:27]3[CH:32]=[CH:31][CH:30]=[C:29]([C:33]([F:35])([F:34])[F:36])[CH:28]=3)[C:17]([CH3:26])=[C:18]([C:20]3[N:24]([CH3:25])[N:23]=[CH:22][CH:21]=3)[CH:19]=2)=[O:13])[O:7][N:6]=1)#[N:1], predict the reactants needed to synthesize it. The reactants are: [NH2:1][C:2](=O)[CH2:3][CH2:4][C:5]1[CH:9]=[C:8]([CH2:10][NH:11][C:12]([C:14]2[C:15](=[O:37])[N:16]([C:27]3[CH:32]=[CH:31][CH:30]=[C:29]([C:33]([F:36])([F:35])[F:34])[CH:28]=3)[C:17]([CH3:26])=[C:18]([C:20]3[N:24]([CH3:25])[N:23]=[CH:22][CH:21]=3)[CH:19]=2)=[O:13])[O:7][N:6]=1. (4) Given the product [F:1][C:2]1[C:3]([CH:4]=[O:5])=[CH:6][C:7]2[O:11][CH2:12][O:10][C:8]=2[CH:9]=1, predict the reactants needed to synthesize it. The reactants are: [F:1][C:2]1[CH:9]=[C:8]([OH:10])[C:7]([OH:11])=[CH:6][C:3]=1[CH:4]=[O:5].[C:12]([O-])([O-])=O.[Cs+].[Cs+].O. (5) Given the product [CH2:18]([C:16]([C:10]1[CH:15]=[CH:14][CH:13]=[CH:12][CH:11]=1)=[C:4]1[CH:8]=[CH:7][CH:6]=[CH:5]1)[C:19]1[CH:24]=[CH:23][CH:22]=[CH:21][CH:20]=1, predict the reactants needed to synthesize it. The reactants are: [Cl-].[Mg+2].[Cl-].[CH-:4]1[CH:8]=[CH:7][CH:6]=[CH:5]1.[Na+].[C:10]1([C:16]([CH2:18][C:19]2[CH:24]=[CH:23][CH:22]=[CH:21][CH:20]=2)=O)[CH:15]=[CH:14][CH:13]=[CH:12][CH:11]=1. (6) Given the product [Cl:19][C:14]1[CH:15]=[CH:16][CH:17]=[CH:18][C:13]=1[CH2:12][N:7]1[C:6]2[CH:5]=[C:4]([N:20]3[CH2:25][CH2:24][O:23][CH2:22][CH2:21]3)[CH:3]=[C:2]([B:28]([OH:29])[OH:27])[C:10]=2[N:9]=[C:8]1[CH3:11], predict the reactants needed to synthesize it. The reactants are: Br[C:2]1[C:10]2[N:9]=[C:8]([CH3:11])[N:7]([CH2:12][C:13]3[CH:18]=[CH:17][CH:16]=[CH:15][C:14]=3[Cl:19])[C:6]=2[CH:5]=[C:4]([N:20]2[CH2:25][CH2:24][O:23][CH2:22][CH2:21]2)[CH:3]=1.C[O:27][B:28](OC)[O:29]C. (7) Given the product [CH:26]1([C:20]2[CH:21]=[CH:22][C:23]([O:4][C:1](=[O:3])[N:10]([CH3:11])[C@H:9]3[CH2:8][NH:7][C:6]3=[O:5])=[CH:24][CH:25]=2)[CH2:31][CH2:30][CH2:29][CH2:28][CH2:27]1, predict the reactants needed to synthesize it. The reactants are: [C:1]([O-:4])(=[O:3])C.[O:5]=[C:6]1[C@@H:9]([NH3+:10])[CH2:8][NH:7]1.[CH3:11]CN(C(C)C)C(C)C.[C:20]1([C:26]2[CH:27]=[C:28](C3C=CN(C([O-])=O)C(=O)C=3C)[CH:29]=[CH:30][CH:31]=2)[CH:25]=[CH:24][CH:23]=[CH:22][CH:21]=1. (8) Given the product [CH3:1][N:2]([CH3:20])[S:3]([CH2:6][CH2:7][CH2:8][NH2:9])(=[O:5])=[O:4], predict the reactants needed to synthesize it. The reactants are: [CH3:1][N:2]([CH3:20])[S:3]([CH2:6][CH2:7][CH2:8][N:9]1C(=O)C2C(=CC=CC=2)C1=O)(=[O:5])=[O:4].O.NN.